From a dataset of NCI-60 drug combinations with 297,098 pairs across 59 cell lines. Regression. Given two drug SMILES strings and cell line genomic features, predict the synergy score measuring deviation from expected non-interaction effect. (1) Drug 1: CCC1(CC2CC(C3=C(CCN(C2)C1)C4=CC=CC=C4N3)(C5=C(C=C6C(=C5)C78CCN9C7C(C=CC9)(C(C(C8N6C=O)(C(=O)OC)O)OC(=O)C)CC)OC)C(=O)OC)O.OS(=O)(=O)O. Drug 2: CCCCCOC(=O)NC1=NC(=O)N(C=C1F)C2C(C(C(O2)C)O)O. Cell line: BT-549. Synergy scores: CSS=40.9, Synergy_ZIP=-2.18, Synergy_Bliss=-5.17, Synergy_Loewe=-56.9, Synergy_HSA=-1.12. (2) Drug 1: CC(C1=C(C=CC(=C1Cl)F)Cl)OC2=C(N=CC(=C2)C3=CN(N=C3)C4CCNCC4)N. Drug 2: CN(CCCl)CCCl.Cl. Cell line: MALME-3M. Synergy scores: CSS=3.75, Synergy_ZIP=-4.03, Synergy_Bliss=-2.69, Synergy_Loewe=-6.06, Synergy_HSA=-3.95. (3) Drug 1: CNC(=O)C1=CC=CC=C1SC2=CC3=C(C=C2)C(=NN3)C=CC4=CC=CC=N4. Drug 2: C1C(C(OC1N2C=NC3=C2NC=NCC3O)CO)O. Cell line: KM12. Synergy scores: CSS=11.9, Synergy_ZIP=-4.39, Synergy_Bliss=-1.66, Synergy_Loewe=-5.34, Synergy_HSA=-0.493. (4) Cell line: HCT-15. Drug 2: C1CN(P(=O)(OC1)NCCCl)CCCl. Drug 1: CC12CCC(CC1=CCC3C2CCC4(C3CC=C4C5=CN=CC=C5)C)O. Synergy scores: CSS=12.5, Synergy_ZIP=-0.967, Synergy_Bliss=5.15, Synergy_Loewe=-0.706, Synergy_HSA=2.55. (5) Drug 1: COC1=C(C=C2C(=C1)N=CN=C2NC3=CC(=C(C=C3)F)Cl)OCCCN4CCOCC4. Drug 2: CCC1=CC2CC(C3=C(CN(C2)C1)C4=CC=CC=C4N3)(C5=C(C=C6C(=C5)C78CCN9C7C(C=CC9)(C(C(C8N6C)(C(=O)OC)O)OC(=O)C)CC)OC)C(=O)OC.C(C(C(=O)O)O)(C(=O)O)O. Cell line: 786-0. Synergy scores: CSS=35.0, Synergy_ZIP=0.387, Synergy_Bliss=2.17, Synergy_Loewe=3.56, Synergy_HSA=5.31. (6) Drug 1: CCC(=C(C1=CC=CC=C1)C2=CC=C(C=C2)OCCN(C)C)C3=CC=CC=C3.C(C(=O)O)C(CC(=O)O)(C(=O)O)O. Drug 2: CCN(CC)CCNC(=O)C1=C(NC(=C1C)C=C2C3=C(C=CC(=C3)F)NC2=O)C. Cell line: SK-MEL-28. Synergy scores: CSS=-7.44, Synergy_ZIP=5.79, Synergy_Bliss=2.12, Synergy_Loewe=-9.94, Synergy_HSA=-11.2. (7) Drug 1: C1=NC2=C(N=C(N=C2N1C3C(C(C(O3)CO)O)F)Cl)N. Drug 2: CCCCC(=O)OCC(=O)C1(CC(C2=C(C1)C(=C3C(=C2O)C(=O)C4=C(C3=O)C=CC=C4OC)O)OC5CC(C(C(O5)C)O)NC(=O)C(F)(F)F)O. Cell line: UACC-257. Synergy scores: CSS=61.7, Synergy_ZIP=1.14, Synergy_Bliss=-1.47, Synergy_Loewe=-6.08, Synergy_HSA=-5.93. (8) Cell line: CCRF-CEM. Drug 1: CC1=C(C(CCC1)(C)C)C=CC(=CC=CC(=CC(=O)O)C)C. Drug 2: CCC(=C(C1=CC=CC=C1)C2=CC=C(C=C2)OCCN(C)C)C3=CC=CC=C3.C(C(=O)O)C(CC(=O)O)(C(=O)O)O. Synergy scores: CSS=20.8, Synergy_ZIP=-6.05, Synergy_Bliss=-7.51, Synergy_Loewe=10.1, Synergy_HSA=-2.44. (9) Drug 1: COC1=C(C=C2C(=C1)N=CN=C2NC3=CC(=C(C=C3)F)Cl)OCCCN4CCOCC4. Drug 2: CCC1(CC2CC(C3=C(CCN(C2)C1)C4=CC=CC=C4N3)(C5=C(C=C6C(=C5)C78CCN9C7C(C=CC9)(C(C(C8N6C)(C(=O)OC)O)OC(=O)C)CC)OC)C(=O)OC)O.OS(=O)(=O)O. Synergy scores: CSS=63.0, Synergy_ZIP=8.96, Synergy_Bliss=10.4, Synergy_Loewe=-17.3, Synergy_HSA=9.66. Cell line: COLO 205. (10) Cell line: EKVX. Drug 2: C#CCC(CC1=CN=C2C(=N1)C(=NC(=N2)N)N)C3=CC=C(C=C3)C(=O)NC(CCC(=O)O)C(=O)O. Synergy scores: CSS=7.74, Synergy_ZIP=-2.80, Synergy_Bliss=-2.49, Synergy_Loewe=-3.15, Synergy_HSA=-1.04. Drug 1: C1CCC(C1)C(CC#N)N2C=C(C=N2)C3=C4C=CNC4=NC=N3.